Predict the product of the given reaction. From a dataset of Forward reaction prediction with 1.9M reactions from USPTO patents (1976-2016). Given the reactants [CH3:1][N:2]1[C:11]2[C:6](=[CH:7][C:8]([C:18]#[N:19])=[C:9]([C:12]3[CH:13]=[N:14][N:15]([CH3:17])[CH:16]=3)[CH:10]=2)[N:5]([C:20]2[C:24]3[CH2:25][NH:26][CH2:27][CH2:28][C:23]=3[N:22]([CH:29]3[CH2:34][CH2:33][O:32][CH2:31][CH2:30]3)[N:21]=2)[CH2:4][CH2:3]1.C(N(CC)CC)C.[CH3:42][NH:43][C:44](N1C=CN=C1)=[O:45], predict the reaction product. The product is: [C:18]([C:8]1[CH:7]=[C:6]2[C:11]([N:2]([CH3:1])[CH2:3][CH2:4][N:5]2[C:20]2[C:24]3[CH2:25][N:26]([C:44]([NH:43][CH3:42])=[O:45])[CH2:27][CH2:28][C:23]=3[N:22]([CH:29]3[CH2:34][CH2:33][O:32][CH2:31][CH2:30]3)[N:21]=2)=[CH:10][C:9]=1[C:12]1[CH:13]=[N:14][N:15]([CH3:17])[CH:16]=1)#[N:19].